The task is: Predict the reactants needed to synthesize the given product.. This data is from Full USPTO retrosynthesis dataset with 1.9M reactions from patents (1976-2016). (1) Given the product [F:26][CH:10]1[C:9](=[O:8])[CH2:14][CH2:13][N:12]([C:15]([O:17][CH2:18][C:19]2[CH:24]=[CH:23][CH:22]=[CH:21][CH:20]=2)=[O:16])[CH2:11]1, predict the reactants needed to synthesize it. The reactants are: [Si]([O:8][C:9]1[CH2:10][CH2:11][N:12]([C:15]([O:17][CH2:18][C:19]2[CH:24]=[CH:23][CH:22]=[CH:21][CH:20]=2)=[O:16])[CH2:13][CH:14]=1)(C(C)(C)C)(C)C.[B-](F)(F)(F)[F:26].[B-](F)(F)(F)F.C1[N+]2(CCl)CC[N+](F)(CC2)C1. (2) Given the product [N:41]1[CH:37]=[CH:36][CH:35]=[C:40]([O:54][C:26]2[CH:27]=[CH:22][C:23]([NH:28][C:10]([C:2]3[NH:1][C:5]4[CH:6]=[CH:7][C:8]([CH3:45])=[CH:9][C:4]=4[N:3]=3)=[O:12])=[CH:24][CH:25]=2)[CH:39]=1, predict the reactants needed to synthesize it. The reactants are: [N:1]1[C:5]2[CH:6]=[CH:7][CH:8]=[CH:9][C:4]=2[NH:3][C:2]=1[C:10]([OH:12])=O.CN(C(ON1N=[N:28][C:23]2[CH:24]=[CH:25][CH:26]=[CH:27][C:22]1=2)=[N+](C)C)C.[B-](F)(F)(F)F.[CH:35]1[CH:36]=[CH:37]C2N(O)N=[N:41][C:39]=2[CH:40]=1.[CH3:45]CN(C(C)C)C(C)C.[OH2:54]. (3) Given the product [CH3:1][C:2]1[CH:3]=[CH:4][C:5]([S:8]([OH:11])(=[O:10])=[O:9])=[CH:6][CH:7]=1.[Cl:12][C:13]1[C:14]([O:29][C:30]2[CH:35]=[C:34]([C:36]([F:37])([F:39])[F:38])[C:33]([F:40])=[CH:32][C:31]=2[C:41]2[CH:46]=[CH:45][N:44]=[N:43][CH:42]=2)=[CH:15][C:16]([F:28])=[C:17]([S:19]([NH:22][C:23]2[N:24]=[CH:25][S:26][CH:27]=2)(=[O:21])=[O:20])[CH:18]=1, predict the reactants needed to synthesize it. The reactants are: [CH3:1][C:2]1[CH:7]=[CH:6][C:5]([S:8]([OH:11])(=[O:10])=[O:9])=[CH:4][CH:3]=1.[Cl:12][C:13]1[C:14]([O:29][C:30]2[CH:35]=[C:34]([C:36]([F:39])([F:38])[F:37])[C:33]([F:40])=[CH:32][C:31]=2[C:41]2[CH:46]=[CH:45][N:44]=[N:43][CH:42]=2)=[CH:15][C:16]([F:28])=[C:17]([S:19]([NH:22][C:23]2[N:24]=[CH:25][S:26][CH:27]=2)(=[O:21])=[O:20])[CH:18]=1.